This data is from Forward reaction prediction with 1.9M reactions from USPTO patents (1976-2016). The task is: Predict the product of the given reaction. (1) Given the reactants [CH3:1][C:2]1[S:3][CH:4]=[C:5](Br)[N:6]=1.C([Li])CCC.[CH2:13]([Sn:15](Br)([CH2:18][CH3:19])[CH2:16][CH3:17])[CH3:14], predict the reaction product. The product is: [CH3:1][C:2]1[S:3][CH:4]=[C:5]([Sn:15]([CH2:18][CH3:19])([CH2:16][CH3:17])[CH2:13][CH3:14])[N:6]=1. (2) Given the reactants [C:1]1([CH3:14])[CH:6]=[C:5]([CH3:7])[CH:4]=[C:3]([CH3:8])[C:2]=1[N:9]1[CH:13]=[CH:12][N:11]=[CH:10]1.[CH3:15][O:16][Si:17]([O:28][CH3:29])([O:26][CH3:27])[C:18]1[CH:23]=[CH:22][C:21]([CH2:24][Cl:25])=[CH:20][CH:19]=1, predict the reaction product. The product is: [Cl-:25].[C:1]1([CH3:14])[CH:6]=[C:5]([CH3:7])[CH:4]=[C:3]([CH3:8])[C:2]=1[N+:9]1[CH:13]=[CH:12][N:11]([CH2:24][C:21]2[CH:22]=[CH:23][C:18]([Si:17]([O:28][CH3:29])([O:16][CH3:15])[O:26][CH3:27])=[CH:19][CH:20]=2)[CH:10]=1.